Dataset: Forward reaction prediction with 1.9M reactions from USPTO patents (1976-2016). Task: Predict the product of the given reaction. (1) Given the reactants [C:1]([C:3]1[CH:4]=[CH:5][CH:6]=[C:7]2[C:11]=1[NH:10][C:9]([C:12]([NH2:14])=[O:13])=[C:8]2[S:15]([N:18]1[CH2:23][CH2:22][O:21][CH2:20][CH2:19]1)(=[O:17])=[O:16])#[N:2], predict the reaction product. The product is: [NH2:2][CH2:1][C:3]1[CH:4]=[CH:5][CH:6]=[C:7]2[C:11]=1[NH:10][C:9]([C:12]([NH2:14])=[O:13])=[C:8]2[S:15]([N:18]1[CH2:19][CH2:20][O:21][CH2:22][CH2:23]1)(=[O:17])=[O:16]. (2) Given the reactants Cl[C:2]1[C:7]([N+:8]([O-:10])=[O:9])=[CH:6][N:5]=[C:4]2[N:11]([S:14]([C:17]3[CH:22]=[CH:21][CH:20]=[CH:19][CH:18]=3)(=[O:16])=[O:15])[CH:12]=[CH:13][C:3]=12.[NH:23]1[CH2:28][CH2:27][CH2:26][C@H:25]([NH:29][C:30](=[O:36])[O:31][C:32]([CH3:35])([CH3:34])[CH3:33])[CH2:24]1.CCN(C(C)C)C(C)C, predict the reaction product. The product is: [N+:8]([C:7]1[C:2]([N:23]2[CH2:28][CH2:27][CH2:26][C@H:25]([NH:29][C:30](=[O:36])[O:31][C:32]([CH3:34])([CH3:33])[CH3:35])[CH2:24]2)=[C:3]2[CH:13]=[CH:12][N:11]([S:14]([C:17]3[CH:22]=[CH:21][CH:20]=[CH:19][CH:18]=3)(=[O:16])=[O:15])[C:4]2=[N:5][CH:6]=1)([O-:10])=[O:9]. (3) The product is: [CH2:1]([N:8]([CH2:30][CH2:31][CH2:32][CH2:33][CH2:34][CH3:35])[C:9](=[O:29])[CH2:10][C:11]1[CH:12]=[C:13]([CH:26]=[CH:27][CH:28]=1)[O:14][CH2:15][C:16]1[CH:25]=[CH:24][CH:23]=[CH:22][C:17]=1[C:18]([OH:20])=[O:19])[C:2]1[CH:3]=[CH:4][CH:5]=[CH:6][CH:7]=1. Given the reactants [CH2:1]([N:8]([CH2:30][CH2:31][CH2:32][CH2:33][CH2:34][CH3:35])[C:9](=[O:29])[CH2:10][C:11]1[CH:12]=[C:13]([CH:26]=[CH:27][CH:28]=1)[O:14][CH2:15][C:16]1[CH:25]=[CH:24][CH:23]=[CH:22][C:17]=1[C:18]([O:20]C)=[O:19])[C:2]1[CH:7]=[CH:6][CH:5]=[CH:4][CH:3]=1.[OH-].[Li+], predict the reaction product. (4) Given the reactants [CH3:1][N:2]([CH:25]1C[CH2:29][N:28]([CH3:31])[CH2:27][CH2:26]1)[C:3]([N:5]1[CH:9]([C:10]2[CH:15]=[CH:14][CH:13]=[CH:12][CH:11]=2)[CH:8]2[CH2:16][O:17][C:18]3[CH:19]=[CH:20][C:21]([F:24])=[CH:22][C:23]=3[C:7]2=[N:6]1)=[O:4].CN(C)CCCNC, predict the reaction product. The product is: [CH3:31][N:28]([CH3:29])[CH2:27][CH2:26][CH2:25][N:2]([CH3:1])[C:3]([N:5]1[CH:9]([C:10]2[CH:11]=[CH:12][CH:13]=[CH:14][CH:15]=2)[CH:8]2[CH2:16][O:17][C:18]3[CH:19]=[CH:20][C:21]([F:24])=[CH:22][C:23]=3[C:7]2=[N:6]1)=[O:4]. (5) Given the reactants [C:1]1([S:7]([N:10]2[C:14]3=[N:15][CH:16]=[CH:17][CH:18]=[C:13]3[CH:12]=[CH:11]2)(=[O:9])=[O:8])[CH:6]=[CH:5][CH:4]=[CH:3][CH:2]=1.C([Li])CCC.CCCCCC.[CH3:30][S:31][C:32]1[CH:39]=[CH:38][C:35]([CH:36]=[O:37])=[CH:34][CH:33]=1, predict the reaction product. The product is: [C:1]1([S:7]([N:10]2[C:14]3=[N:15][CH:16]=[CH:17][CH:18]=[C:13]3[CH:12]=[C:11]2[CH:36]([C:35]2[CH:38]=[CH:39][C:32]([S:31][CH3:30])=[CH:33][CH:34]=2)[OH:37])(=[O:9])=[O:8])[CH:2]=[CH:3][CH:4]=[CH:5][CH:6]=1.